Dataset: Full USPTO retrosynthesis dataset with 1.9M reactions from patents (1976-2016). Task: Predict the reactants needed to synthesize the given product. Given the product [O:1]1[CH2:5][CH2:4][CH2:3][CH:2]1[C:6]([NH:9][C@H:10]([C:12]([N:14]1[C:20](=[O:21])[CH:19]([CH3:22])[C:18]2[CH:23]=[CH:24][CH:25]=[CH:26][C:17]=2[C:16]2[C:27]([NH2:31])=[CH:28][CH:29]=[CH:30][C:15]1=2)=[O:13])[CH3:11])=[O:8], predict the reactants needed to synthesize it. The reactants are: [O:1]1[CH2:5][CH2:4][CH2:3][CH:2]1[C:6]([OH:8])=O.[NH2:9][C@H:10]([C:12]([N:14]1[C:20](=[O:21])[CH:19]([CH3:22])[C:18]2[CH:23]=[CH:24][CH:25]=[CH:26][C:17]=2[C:16]2[C:27]([NH2:31])=[CH:28][CH:29]=[CH:30][C:15]1=2)=[O:13])[CH3:11].